This data is from Full USPTO retrosynthesis dataset with 1.9M reactions from patents (1976-2016). The task is: Predict the reactants needed to synthesize the given product. (1) The reactants are: C(OC(=O)[NH:10][C@H:11]([C:22]([NH:24][CH2:25][CH:26]([OH:36])[CH2:27][NH:28][C:29]([O:31][C:32]([CH3:35])([CH3:34])[CH3:33])=[O:30])=[O:23])[CH2:12][CH2:13][NH:14][C:15]([O:17][C:18]([CH3:21])([CH3:20])[CH3:19])=[O:16])C1C=CC=CC=1. Given the product [C:32]([O:31][C:29](=[O:30])[NH:28][CH2:27][CH:26]([OH:36])[CH2:25][NH:24][C:22](=[O:23])[C@@H:11]([NH2:10])[CH2:12][CH2:13][NH:14][C:15]([O:17][C:18]([CH3:20])([CH3:19])[CH3:21])=[O:16])([CH3:33])([CH3:34])[CH3:35], predict the reactants needed to synthesize it. (2) Given the product [NH2:31][C:6]1[CH:5]=[C:4]([CH2:3][OH:2])[CH:9]=[CH:8][C:7]=1[CH2:10][N:11]1[CH:12]([C:24]2[C:29]([CH3:30])=[CH:28][CH:27]=[CH:26][N:25]=2)[CH2:13][CH2:14][CH2:15][CH:16]1[C:17]1[C:22]([CH3:23])=[CH:21][CH:20]=[CH:19][N:18]=1, predict the reactants needed to synthesize it. The reactants are: C[O:2][C:3](=O)[C:4]1[CH:9]=[CH:8][C:7]([CH2:10][N:11]2[CH:16]([C:17]3[C:22]([CH3:23])=[CH:21][CH:20]=[CH:19][N:18]=3)[CH2:15][CH2:14][CH2:13][CH:12]2[C:24]2[C:29]([CH3:30])=[CH:28][CH:27]=[CH:26][N:25]=2)=[C:6]([NH2:31])[CH:5]=1.[Li+].[BH4-]. (3) Given the product [NH:32]1[C:36]([CH2:37][C:38]([N:5]2[CH2:6][CH2:7][N:2]([C:8]3[CH:13]=[CH:12][C:11]([NH:14][C:15]([C:17]4[N:18]=[C:19]([C:26]5[CH:31]=[CH:30][CH:29]=[CH:28][CH:27]=5)[O:20][C:21]=4[C:22]([F:23])([F:25])[F:24])=[O:16])=[CH:10][CH:9]=3)[CH2:3][CH2:4]2)=[O:39])=[N:35][N:34]=[N:33]1, predict the reactants needed to synthesize it. The reactants are: Cl.[N:2]1([C:8]2[CH:13]=[CH:12][C:11]([NH:14][C:15]([C:17]3[N:18]=[C:19]([C:26]4[CH:31]=[CH:30][CH:29]=[CH:28][CH:27]=4)[O:20][C:21]=3[C:22]([F:25])([F:24])[F:23])=[O:16])=[CH:10][CH:9]=2)[CH2:7][CH2:6][NH:5][CH2:4][CH2:3]1.[NH:32]1[C:36]([CH2:37][C:38](O)=[O:39])=[N:35][N:34]=[N:33]1.C(N(CC)CC)C.F[P-](F)(F)(F)(F)F.N1(O[P+](N(C)C)(N(C)C)N(C)C)C2C=CC=CC=2N=N1. (4) Given the product [O:11]=[C:5]([C:13]1[S:12][CH:16]=[CH:15][CH:14]=1)[CH2:6][CH2:7][C:8]([OH:10])=[O:9], predict the reactants needed to synthesize it. The reactants are: [Cl-].[Al+3].[Cl-].[Cl-].[C:5]1(=[O:11])[O:10][C:8](=[O:9])[CH2:7][CH2:6]1.[S:12]1[CH:16]=[CH:15][CH:14]=[CH:13]1.Cl. (5) Given the product [ClH:1].[CH2:2]1[O:10][C:9]2[CH:8]=[CH:7][C:6]([CH2:11][C@H:12]([NH:16][CH2:17][CH2:18][CH3:19])[CH2:13][CH2:14][CH3:15])=[CH:5][C:4]=2[O:3]1, predict the reactants needed to synthesize it. The reactants are: [ClH:1].[CH2:2]1[O:10][C:9]2[CH:8]=[CH:7][C:6]([CH2:11][C@H:12]([NH:16][CH2:17][CH2:18][CH3:19])[CH2:13][CH2:14][CH3:15])=[CH:5][C:4]=2[O:3]1.